From a dataset of Forward reaction prediction with 1.9M reactions from USPTO patents (1976-2016). Predict the product of the given reaction. (1) Given the reactants [CH3:1][C:2]1[O:6][N:5]=[C:4]([C:7]2[CH:12]=[CH:11][CH:10]=[CH:9][CH:8]=2)[C:3]=1[C:13](Cl)=[O:14].[OH:16][C:17]1[C:26]2[C:21](=[CH:22][CH:23]=[CH:24][CH:25]=2)[N:20]=[C:19]([CH3:27])[CH:18]=1, predict the reaction product. The product is: [CH3:1][C:2]1[O:6][N:5]=[C:4]([C:7]2[CH:12]=[CH:11][CH:10]=[CH:9][CH:8]=2)[C:3]=1[C:13]([O:16][C:17]1[C:26]2[C:21](=[CH:22][CH:23]=[CH:24][CH:25]=2)[N:20]=[C:19]([CH3:27])[CH:18]=1)=[O:14]. (2) Given the reactants [CH2:1]([O:8][CH:9]1[CH:13]([OH:14])[CH2:12][N:11](C(OC(C)(C)C)=O)[CH2:10]1)[C:2]1[CH:7]=[CH:6][CH:5]=[CH:4][CH:3]=1.[F:22][C:23]([F:28])([F:27])[C:24]([OH:26])=[O:25], predict the reaction product. The product is: [F:22][C:23]([F:28])([F:27])[C:24]([OH:26])=[O:25].[CH2:1]([O:8][CH:9]1[CH:13]([OH:14])[CH2:12][NH:11][CH2:10]1)[C:2]1[CH:3]=[CH:4][CH:5]=[CH:6][CH:7]=1. (3) Given the reactants [C:1]([O:5][C:6]([N:8]1[CH2:17][CH2:16][C:15]2[C:14](O)=[N:13][CH:12]=[N:11][C:10]=2[CH2:9]1)=[O:7])([CH3:4])([CH3:3])[CH3:2].C1(P(C2C=CC=CC=2)C2C=CC=CC=2)C=CC=CC=1.C(Cl)(Cl)(Cl)[Cl:39], predict the reaction product. The product is: [C:1]([O:5][C:6]([N:8]1[CH2:17][CH2:16][C:15]2[C:14]([Cl:39])=[N:13][CH:12]=[N:11][C:10]=2[CH2:9]1)=[O:7])([CH3:4])([CH3:3])[CH3:2]. (4) Given the reactants [N:1]1([C:6]2[O:10][C:9]3[C:11]([OH:17])=[C:12]([O:15][CH3:16])[CH:13]=[CH:14][C:8]=3[C:7]=2[C:18](=[O:31])[C:19]2[CH:24]=[C:23]([O:25][CH3:26])[C:22]([O:27][CH3:28])=[C:21]([O:29][CH3:30])[CH:20]=2)[CH:5]=[CH:4][N:3]=C1.[NH:32]1C=CN=N1.N1C=CN=C1, predict the reaction product. The product is: [N:1]1([C:6]2[O:10][C:9]3[C:11]([OH:17])=[C:12]([O:15][CH3:16])[CH:13]=[CH:14][C:8]=3[C:7]=2[C:18](=[O:31])[C:19]2[CH:20]=[C:21]([O:29][CH3:30])[C:22]([O:27][CH3:28])=[C:23]([O:25][CH3:26])[CH:24]=2)[CH:5]=[CH:4][N:3]=[N:32]1. (5) Given the reactants [O:1]1[C:10]2[CH:9]=[C:8]([CH2:11][NH:12][CH2:13][CH:14]3[CH2:19][CH2:18][CH2:17][N:16]([CH2:20][CH2:21][N:22]4[C:31]5[C:26](=[N:27][CH:28]=[C:29]([F:32])[CH:30]=5)[CH:25]=[CH:24][C:23]4=[O:33])[CH2:15]3)[N:7]=[CH:6][C:5]=2[O:4][CH2:3][CH2:2]1.[ClH:34].C(OCC)(=O)C, predict the reaction product. The product is: [ClH:34].[O:1]1[C:10]2[CH:9]=[C:8]([CH2:11][NH:12][CH2:13][CH:14]3[CH2:19][CH2:18][CH2:17][N:16]([CH2:20][CH2:21][N:22]4[C:31]5[C:26](=[N:27][CH:28]=[C:29]([F:32])[CH:30]=5)[CH:25]=[CH:24][C:23]4=[O:33])[CH2:15]3)[N:7]=[CH:6][C:5]=2[O:4][CH2:3][CH2:2]1. (6) Given the reactants [N:1]1([CH2:5][C:6]2[N:10]([CH3:11])[N:9]=[C:8]([NH:12][C:13]3[C:18](=[O:19])[N:17]([CH3:20])[N:16]=[C:15]([C:21]4[C:22]([CH:44]=[O:45])=[C:23]([N:27]5[CH:36]=[CH:35][C:34]6[C:29](=[C:30]([F:42])[CH:31]=[C:32]([C:37]([CH3:41])([CH3:40])[C:38]#[N:39])[CH:33]=6)[C:28]5=[O:43])[CH:24]=[CH:25][CH:26]=4)[CH:14]=3)[CH:7]=2)[CH2:4][CH2:3][CH2:2]1.[BH4-].[Na+], predict the reaction product. The product is: [N:1]1([CH2:5][C:6]2[N:10]([CH3:11])[N:9]=[C:8]([NH:12][C:13]3[C:18](=[O:19])[N:17]([CH3:20])[N:16]=[C:15]([C:21]4[C:22]([CH2:44][OH:45])=[C:23]([N:27]5[CH:36]=[CH:35][C:34]6[C:29](=[C:30]([F:42])[CH:31]=[C:32]([C:37]([CH3:41])([CH3:40])[C:38]#[N:39])[CH:33]=6)[C:28]5=[O:43])[CH:24]=[CH:25][CH:26]=4)[CH:14]=3)[CH:7]=2)[CH2:4][CH2:3][CH2:2]1.